This data is from Forward reaction prediction with 1.9M reactions from USPTO patents (1976-2016). The task is: Predict the product of the given reaction. (1) The product is: [Cl:1][C:2]1[N:7]=[N:6][C:5]([C:8]([NH2:23])=[O:9])=[C:4]([NH:13][C:14]2[CH:19]=[CH:18][CH:17]=[C:16]([CH:20]3[CH2:22][CH2:21]3)[N:15]=2)[CH:3]=1. Given the reactants [Cl:1][C:2]1[N:7]=[N:6][C:5]([C:8](OCC)=[O:9])=[C:4]([NH:13][C:14]2[CH:19]=[CH:18][CH:17]=[C:16]([CH:20]3[CH2:22][CH2:21]3)[N:15]=2)[CH:3]=1.[NH3:23], predict the reaction product. (2) Given the reactants Cl[C:2]1[CH:7]=[CH:6][C:5]([N+:8]([O-:10])=[O:9])=[CH:4][CH:3]=1.[C:11]1([CH:17]([CH3:20])[C:18]#[N:19])[CH:16]=[CH:15][CH:14]=[CH:13][CH:12]=1.C(#N)C.[OH-].[Na+], predict the reaction product. The product is: [N+:8]([C:5]1[CH:6]=[CH:7][C:2]([C:17]([C:11]2[CH:16]=[CH:15][CH:14]=[CH:13][CH:12]=2)([CH3:20])[C:18]#[N:19])=[CH:3][CH:4]=1)([O-:10])=[O:9]. (3) Given the reactants N(C(OC(C)C)=O)=NC(OC(C)C)=O.[Br:15][CH2:16][C:17]1[CH:18]=[C:19]([OH:23])[CH:20]=[CH:21][CH:22]=1.[C:24]([O:29][CH3:30])(=[O:28])[C@@H:25]([CH3:27])O.C1(P(C2C=CC=CC=2)C2C=CC=CC=2)C=CC=CC=1, predict the reaction product. The product is: [Br:15][CH2:16][C:17]1[CH:18]=[C:19]([CH:20]=[CH:21][CH:22]=1)[O:23][C@@H:25]([CH3:27])[C:24]([O:29][CH3:30])=[O:28]. (4) Given the reactants C(OC([N:8]([CH2:21][CH:22]1[CH2:24][CH2:23]1)[CH2:9][C@H:10]([C:14]1[CH:19]=[CH:18][C:17]([Cl:20])=[CH:16][CH:15]=1)[C:11]([OH:13])=[O:12])=O)(C)(C)C.Cl, predict the reaction product. The product is: [ClH:20].[Cl:20][C:17]1[CH:16]=[CH:15][C:14]([C@@H:10]([CH2:9][NH:8][CH2:21][CH:22]2[CH2:24][CH2:23]2)[C:11]([OH:13])=[O:12])=[CH:19][CH:18]=1. (5) Given the reactants [Br:1][C:2]1[CH:7]=[CH:6][C:5]([C@@H:8]([N:10]([CH2:15][CH2:16][C:17](=[N:25][S@:26]([C:28]([CH3:31])([CH3:30])[CH3:29])=[O:27])[C:18]2[CH:23]=[CH:22][C:21]([F:24])=[CH:20][CH:19]=2)[C:11](=[O:14])[O:12][CH3:13])[CH3:9])=[CH:4][CH:3]=1.[CH2:32]([Mg]Br)[CH:33]=[CH2:34], predict the reaction product. The product is: [Br:1][C:2]1[CH:3]=[CH:4][C:5]([C@@H:8]([N:10]([CH2:15][CH2:16][C@:17]([NH:25][S@:26]([C:28]([CH3:30])([CH3:29])[CH3:31])=[O:27])([C:18]2[CH:19]=[CH:20][C:21]([F:24])=[CH:22][CH:23]=2)[CH2:34][CH:33]=[CH2:32])[C:11](=[O:14])[O:12][CH3:13])[CH3:9])=[CH:6][CH:7]=1. (6) The product is: [NH2:1][C:2]1[N:7]=[C:6]([NH:30][CH:27]([CH3:29])[CH3:28])[C:5]([C:11]2[CH:12]=[CH:13][C:14](=[O:20])[N:15]([CH:17]([CH3:19])[CH3:18])[N:16]=2)=[C:4]([C:21]2[CH:26]=[CH:25][CH:24]=[CH:23][CH:22]=2)[N:3]=1. Given the reactants [NH2:1][C:2]1[N:7]=[C:6](S(C)=O)[C:5]([C:11]2[CH:12]=[CH:13][C:14](=[O:20])[N:15]([CH:17]([CH3:19])[CH3:18])[N:16]=2)=[C:4]([C:21]2[CH:26]=[CH:25][CH:24]=[CH:23][CH:22]=2)[N:3]=1.[CH:27]([NH2:30])([CH3:29])[CH3:28], predict the reaction product. (7) Given the reactants Cl[CH2:2][C:3](=O)[CH3:4].[NH2:6][C:7](=[S:12])[C:8]([O:10][CH3:11])=[O:9].[CH3:13]CO, predict the reaction product. The product is: [CH3:2][C:3]1[N:6]=[C:7]([C:8]([O:10][CH2:11][CH3:13])=[O:9])[S:12][CH:4]=1. (8) The product is: [CH3:19][C:11]1[C:10]([Cl:9])=[CH:18][CH:17]=[CH:16][C:12]=1[N:5]1[C:29](=[O:25])[NH:20][N:7]=[N:6]1. Given the reactants [Cl-].[Cl-].[Cl-].[Al+3].[N-:5]=[N+:6]=[N-:7].[Na+].[Cl:9][C:10]1[C:11]([CH3:19])=[C:12]([CH:16]=[CH:17][CH:18]=1)C(Cl)=O.[N:20]([O-])=O.[Na+].Cl.[O:25]1[CH2:29]CCC1, predict the reaction product. (9) Given the reactants C(OC(=O)[NH:7][C:8]1[CH:13]=[CH:12][C:11]([C:14]#[C:15][C:16]2[CH:21]=[CH:20][C:19]([F:22])=[CH:18][CH:17]=2)=[CH:10][C:9]=1[NH:23][C:24](=[O:40])[CH2:25][C:26]([C:28]1[CH:33]=[CH:32][CH:31]=[C:30]([N:34]2[CH:38]=[C:37]([CH3:39])[N:36]=[CH:35]2)[CH:29]=1)=O)(C)(C)C.C(O)(C(F)(F)F)=O, predict the reaction product. The product is: [F:22][C:19]1[CH:18]=[CH:17][C:16]([C:15]#[C:14][C:11]2[CH:12]=[CH:13][C:8]3[N:7]=[C:26]([C:28]4[CH:33]=[CH:32][CH:31]=[C:30]([N:34]5[CH:38]=[C:37]([CH3:39])[N:36]=[CH:35]5)[CH:29]=4)[CH2:25][C:24](=[O:40])[NH:23][C:9]=3[CH:10]=2)=[CH:21][CH:20]=1. (10) Given the reactants [C:1]([C:3]1[CH:8]=[CH:7][C:6]([N:9]2[CH2:14][CH2:13][CH2:12][C@H:11]([NH:15][C@@H:16]3[CH2:21][CH2:20][CH2:19][CH2:18][C@H:17]3[NH:22]C(=O)CC3C4C(=CC=CC=4)N(C)C=3)[CH2:10]2)=[CH:5][CH:4]=1)#[N:2].[C:36](Cl)(=[O:46])[O:37][CH2:38][CH2:39][C:40]1[CH:45]=[CH:44][CH:43]=[CH:42][CH:41]=1, predict the reaction product. The product is: [C:1]([C:3]1[CH:8]=[CH:7][C:6]([N:9]2[CH2:14][CH2:13][CH2:12][C@H:11]([NH:15][C@@H:16]3[CH2:21][CH2:20][CH2:19][CH2:18][C@H:17]3[NH:22][C:36](=[O:46])[O:37][CH2:38][CH2:39][C:40]3[CH:45]=[CH:44][CH:43]=[CH:42][CH:41]=3)[CH2:10]2)=[CH:5][CH:4]=1)#[N:2].